From a dataset of NCI-60 drug combinations with 297,098 pairs across 59 cell lines. Regression. Given two drug SMILES strings and cell line genomic features, predict the synergy score measuring deviation from expected non-interaction effect. (1) Drug 1: CC1OCC2C(O1)C(C(C(O2)OC3C4COC(=O)C4C(C5=CC6=C(C=C35)OCO6)C7=CC(=C(C(=C7)OC)O)OC)O)O. Drug 2: COC1=NC(=NC2=C1N=CN2C3C(C(C(O3)CO)O)O)N. Cell line: SNB-75. Synergy scores: CSS=16.8, Synergy_ZIP=-4.62, Synergy_Bliss=-0.687, Synergy_Loewe=-17.1, Synergy_HSA=-0.209. (2) Drug 1: CNC(=O)C1=CC=CC=C1SC2=CC3=C(C=C2)C(=NN3)C=CC4=CC=CC=N4. Drug 2: C1=CC=C(C(=C1)C(C2=CC=C(C=C2)Cl)C(Cl)Cl)Cl. Cell line: SN12C. Synergy scores: CSS=11.5, Synergy_ZIP=-1.20, Synergy_Bliss=3.71, Synergy_Loewe=-0.162, Synergy_HSA=4.31. (3) Drug 1: CC1CCC2CC(C(=CC=CC=CC(CC(C(=O)C(C(C(=CC(C(=O)CC(OC(=O)C3CCCCN3C(=O)C(=O)C1(O2)O)C(C)CC4CCC(C(C4)OC)O)C)C)O)OC)C)C)C)OC. Drug 2: C1CN1C2=NC(=NC(=N2)N3CC3)N4CC4. Cell line: CAKI-1. Synergy scores: CSS=61.3, Synergy_ZIP=-6.39, Synergy_Bliss=-8.71, Synergy_Loewe=-7.64, Synergy_HSA=-1.55.